The task is: Predict the reaction yield, written as a fraction of the theoretical maximum amount of product (1.0 means a 100% yield; for example, 0.34 means a 34% yield).. This data is from Reaction yield outcomes from USPTO patents with 853,638 reactions. (1) The reactants are [CH3:1][C:2]1[CH:8]=[C:7]([CH3:9])[C:5](N)=[C:4]([N+:10]([O-:12])=[O:11])[CH:3]=1.N([O-])=O.[Na+].[Cu]C#N.[ClH:20]. The catalyst is C(O)(=O)C.O. The yield is 0.810. The product is [Cl:20][C:5]1[C:4]([N+:10]([O-:12])=[O:11])=[CH:3][C:2]([CH3:1])=[CH:8][C:7]=1[CH3:9]. (2) The reactants are N1C2[C:4](=[CH:5][C:6]([C:10]([OH:12])=[O:11])=[CH:7][CH:8]=2)[CH:3]=C1.[H-].[Na+].I[CH3:16].[CH3:17][N:18]([CH:20]=O)[CH3:19]. No catalyst specified. The product is [CH3:16][O:12][C:10]([C:6]1[CH:5]=[C:4]2[C:19](=[CH:8][CH:7]=1)[N:18]([CH3:17])[CH:20]=[CH:3]2)=[O:11]. The yield is 0.930. (3) The reactants are Br[C:2]1[N:7]=[N:6][C:5]([NH2:8])=[N:4][C:3]=1[C:9]1[CH:14]=[CH:13][CH:12]=[CH:11][CH:10]=1.[F:15][C:16]1[CH:17]=[C:18](B(O)O)[CH:19]=[CH:20][CH:21]=1. No catalyst specified. The product is [F:15][C:16]1[CH:21]=[C:20]([C:2]2[N:7]=[N:6][C:5]([NH2:8])=[N:4][C:3]=2[C:9]2[CH:14]=[CH:13][CH:12]=[CH:11][CH:10]=2)[CH:19]=[CH:18][CH:17]=1. The yield is 0.620. (4) The reactants are C([O:8][C:9]1[CH:18]=[CH:17][C:12]2[CH2:13][O:14][B:15]([OH:16])[C:11]=2[CH:10]=1)C1C=CC=CC=1.[H][H]. The catalyst is CO.[Pd]. The product is [OH:8][C:9]1[CH:18]=[CH:17][C:12]2[CH2:13][O:14][B:15]([OH:16])[C:11]=2[CH:10]=1. The yield is 0.980. (5) The reactants are [Cl:1][C:2]1[CH:17]=[CH:16][C:5]([O:6][CH2:7][CH2:8][C@@H:9]([O:11]S(C)(=O)=O)[CH3:10])=[C:4]([O:18][C:19]2[CH:24]=[CH:23][CH:22]=[CH:21][CH:20]=2)[CH:3]=1.[CH2:25]([O:27][C:28](=[O:40])[CH2:29][CH2:30][C:31]1[CH:36]=[CH:35][C:34](O)=[CH:33][C:32]=1[CH2:38][CH3:39])[CH3:26]. No catalyst specified. The product is [CH2:25]([O:27][C:28](=[O:40])[CH2:29][CH2:30][C:31]1[CH:36]=[CH:35][C:34]([O:11][C@H:9]([CH3:10])[CH2:8][CH2:7][O:6][C:5]2[CH:16]=[CH:17][C:2]([Cl:1])=[CH:3][C:4]=2[O:18][C:19]2[CH:24]=[CH:23][CH:22]=[CH:21][CH:20]=2)=[CH:33][C:32]=1[CH2:38][CH3:39])[CH3:26]. The yield is 0.420. (6) The reactants are C[O:2][C:3](=[O:33])[CH2:4][O:5][C:6]1[CH:11]=[CH:10][C:9]([CH2:12][NH:13][C:14]([C:16]2[C:17]([O:22][C:23]3[CH:31]=[CH:30][C:26]4[O:27][CH2:28][O:29][C:25]=4[CH:24]=3)=[N:18][CH:19]=[CH:20][CH:21]=2)=[O:15])=[C:8]([F:32])[CH:7]=1.[OH-].[Li+]. The catalyst is O1CCCC1.CO. The product is [O:27]1[C:26]2[CH:30]=[CH:31][C:23]([O:22][C:17]3[C:16]([C:14]([NH:13][CH2:12][C:9]4[CH:10]=[CH:11][C:6]([O:5][CH2:4][C:3]([OH:33])=[O:2])=[CH:7][C:8]=4[F:32])=[O:15])=[CH:21][CH:20]=[CH:19][N:18]=3)=[CH:24][C:25]=2[O:29][CH2:28]1. The yield is 0.210.